From a dataset of CYP2C19 inhibition data for predicting drug metabolism from PubChem BioAssay. Regression/Classification. Given a drug SMILES string, predict its absorption, distribution, metabolism, or excretion properties. Task type varies by dataset: regression for continuous measurements (e.g., permeability, clearance, half-life) or binary classification for categorical outcomes (e.g., BBB penetration, CYP inhibition). Dataset: cyp2c19_veith. (1) The compound is Cc1ccc(S(=O)(=O)N(CC(=O)N/N=C/c2ccc(F)cc2)c2cccc3cccnc23)cc1. The result is 1 (inhibitor). (2) The drug is O=C(NCCc1c[nH]c2ccccc12)[C@H]1C[C@@H]1[C@H](NP(=O)(c1ccccc1)c1ccccc1)c1ccccc1. The result is 1 (inhibitor). (3) The drug is OC[C@@H]1O[C@@H](c2nc3cc(Cl)c(Cl)cc3[nH]2)[C@H](O)[C@@H]1O. The result is 0 (non-inhibitor). (4) The drug is CN(C)c1ncc2nc(-c3cc(F)cc(F)c3)c(=O)n(C3CC3)c2n1. The result is 0 (non-inhibitor). (5) The compound is Cc1ccc(NC(CNS(=O)(=O)c2ccc(Cl)cc2)c2ccccc2)cc1. The result is 1 (inhibitor).